This data is from Reaction yield outcomes from USPTO patents with 853,638 reactions. The task is: Predict the reaction yield, written as a fraction of the theoretical maximum amount of product (1.0 means a 100% yield; for example, 0.34 means a 34% yield). (1) The reactants are C(OC([N:8]1[CH2:13][CH2:12][CH:11]([O:14][C:15]2[CH:20]=[CH:19][C:18]([O:21][CH2:22][CH2:23][CH2:24][N:25]3[CH2:30][CH2:29][CH2:28][CH2:27][CH2:26]3)=[CH:17][CH:16]=2)[CH2:10][CH2:9]1)=O)(C)(C)C.[ClH:31]. The catalyst is C(OCC)(=O)C. The product is [ClH:31].[ClH:31].[NH:8]1[CH2:9][CH2:10][CH:11]([O:14][C:15]2[CH:16]=[CH:17][C:18]([O:21][CH2:22][CH2:23][CH2:24][N:25]3[CH2:30][CH2:29][CH2:28][CH2:27][CH2:26]3)=[CH:19][CH:20]=2)[CH2:12][CH2:13]1. The yield is 0.920. (2) The reactants are [C:1]([NH:4][C@H:5]([C:10]([NH:12][C@@H:13]1[CH:21]2[C:22](=[O:36])[CH2:23][C@H:24]([C:26]([O:28]CC3C=CC=CC=3)=[O:27])[CH2:25][N:19]3[C:20]2=[C:16]([CH:17]=[CH:18]3)[CH2:15][CH2:14]1)=[O:11])[C@H:6]([CH2:8][CH3:9])[CH3:7])(=[O:3])[CH3:2]. The catalyst is CO.[Pd]. The product is [C:1]([NH:4][C@H:5]([C:10]([NH:12][C@@H:13]1[CH:21]2[C:22](=[O:36])[CH2:23][C@H:24]([C:26]([OH:28])=[O:27])[CH2:25][N:19]3[C:20]2=[C:16]([CH:17]=[CH:18]3)[CH2:15][CH2:14]1)=[O:11])[C@H:6]([CH2:8][CH3:9])[CH3:7])(=[O:3])[CH3:2]. The yield is 0.950. (3) The reactants are [BH4-].[Na+].[Br:3][C:4]1[CH:9]=[C:8]([CH:10]=[O:11])[C:7]([F:12])=[CH:6][N:5]=1. The catalyst is CO. The product is [Br:3][C:4]1[CH:9]=[C:8]([CH2:10][OH:11])[C:7]([F:12])=[CH:6][N:5]=1. The yield is 0.950. (4) The product is [C:36]([O:40][C:41]([N:24]([C:25]1[N:30]=[C:29]([C:31]([F:33])([F:34])[F:32])[CH:28]=[CH:27][N:26]=1)[C:22]1[CH:23]=[C:18]([C:15]2[S:14][C:13]([C:2]3([OH:1])[CH2:3][CH2:4][CH:5]([C:8]([O:10][CH2:11][CH3:12])=[O:9])[CH2:6][CH2:7]3)=[N:17][CH:16]=2)[CH:19]=[C:20]([CH3:35])[CH:21]=1)=[O:42])([CH3:39])([CH3:38])[CH3:37]. The reactants are [OH:1][C:2]1([C:13]2[S:14][C:15]([C:18]3[CH:23]=[C:22]([NH:24][C:25]4[N:30]=[C:29]([C:31]([F:34])([F:33])[F:32])[CH:28]=[CH:27][N:26]=4)[CH:21]=[C:20]([CH3:35])[CH:19]=3)=[CH:16][N:17]=2)[CH2:7][CH2:6][CH:5]([C:8]([O:10][CH2:11][CH3:12])=[O:9])[CH2:4][CH2:3]1.[C:36]([O:40][C:41](O[C:41]([O:40][C:36]([CH3:39])([CH3:38])[CH3:37])=[O:42])=[O:42])([CH3:39])([CH3:38])[CH3:37].C(N(CC)CC)C. The catalyst is C1COCC1.CN(C)C1C=CN=CC=1.ClCCl. The yield is 0.850. (5) The reactants are C([O:3][C:4](=[O:33])[CH2:5][CH:6]([N:10]1[C:18]2[C:13](=[CH:14][C:15]([NH:19][C:20](=[O:32])[CH2:21][C:22]3[CH:31]=[CH:30][C:29]4[CH2:28][CH2:27][CH2:26][NH:25][C:24]=4[N:23]=3)=[CH:16][CH:17]=2)[CH:12]=[CH:11]1)[CH2:7][CH2:8][CH3:9])C.[OH-].[Na+]. The catalyst is C1COCC1.O. The product is [N:23]1[C:24]2[NH:25][CH2:26][CH2:27][CH2:28][C:29]=2[CH:30]=[CH:31][C:22]=1[CH2:21][C:20]([NH:19][C:15]1[CH:14]=[C:13]2[C:18](=[CH:17][CH:16]=1)[N:10]([CH:6]([CH2:7][CH2:8][CH3:9])[CH2:5][C:4]([OH:33])=[O:3])[CH:11]=[CH:12]2)=[O:32]. The yield is 0.810. (6) The reactants are Cl[C:2]1[C:7]([CH3:8])=[N:6][C:5]([CH3:9])=[CH:4][N:3]=1.[C:10]1(B(O)O)[C:19]2[C:14](=[CH:15][CH:16]=[CH:17][CH:18]=2)[CH:13]=[CH:12][CH:11]=1.C(=O)([O-])[O-].[Na+].[Na+]. The catalyst is C1C=CC(P(C2C=CC=CC=2)C2C=CC=CC=2)=CC=1.C1C=CC(P(C2C=CC=CC=2)C2C=CC=CC=2)=CC=1.Cl[Pd]Cl.O.C(#N)C. The product is [C:18]1([C:2]2[C:7]([CH3:8])=[N:6][C:5]([CH3:9])=[CH:4][N:3]=2)[C:19]2[C:14](=[CH:13][CH:12]=[CH:11][CH:10]=2)[CH:15]=[CH:16][CH:17]=1. The yield is 0.590.